This data is from Full USPTO retrosynthesis dataset with 1.9M reactions from patents (1976-2016). The task is: Predict the reactants needed to synthesize the given product. (1) Given the product [N+:18]([C:17]1[C:10]([CH2:9][CH2:8][NH2:7])=[CH:11][C:12]([OH:13])=[C:14]([OH:15])[CH:16]=1)([O-:20])=[O:19], predict the reactants needed to synthesize it. The reactants are: OS(O)(=O)=O.Cl.[NH2:7][CH2:8][CH2:9][C:10]1[CH:17]=[CH:16][C:14]([OH:15])=[C:12]([OH:13])[CH:11]=1.[N:18]([O-:20])=[O:19].[Na+]. (2) Given the product [ClH:1].[ClH:1].[CH3:3][N:4]1[CH2:5][CH2:6][N:7]([CH2:10][C@H:11]([C:23]2([OH:46])[CH2:24][CH2:25][CH2:26][CH2:27][CH2:28]2)[C:12]2[CH:17]=[CH:16][CH:15]=[C:14]([O:18][C:19]([F:20])([F:21])[F:22])[CH:13]=2)[CH2:8][CH2:9]1, predict the reactants needed to synthesize it. The reactants are: [ClH:1].Cl.[CH3:3][N:4]1[CH2:9][CH2:8][N:7]([CH2:10][CH:11]([CH:23]2[CH2:28][CH2:27][CH2:26][CH2:25][C@H:24]2O)[C:12]2[CH:17]=[CH:16][CH:15]=[C:14]([O:18][C:19]([F:22])([F:21])[F:20])[CH:13]=2)[CH2:6][CH2:5]1.Cl.Cl.N1(C[C@H](C2(O)CCCCC2)C2C=CC=C([O:46]C(F)(F)F)C=2)CCNCC1. (3) Given the product [Cl:48][C:44]1[C:43]([Cl:49])=[CH:42][CH:47]=[CH:46][C:45]=1[NH:29][C:17]1[N:16]=[C:15]([N:14]([CH2:30][C:31]2[CH:32]=[CH:33][C:34]([O:37][CH3:38])=[CH:35][CH:36]=2)[CH2:13][C:12]2[CH:11]=[CH:10][C:9]([O:8][CH3:7])=[CH:40][CH:39]=2)[N:19]([CH2:20][C:21]2[CH:26]=[CH:25][C:24]([O:27][CH3:28])=[CH:23][CH:22]=2)[N:18]=1, predict the reactants needed to synthesize it. The reactants are: CC([O-])(C)C.[Na+].[CH3:7][O:8][C:9]1[CH:40]=[CH:39][C:12]([CH2:13][N:14]([CH2:30][C:31]2[CH:36]=[CH:35][C:34]([O:37][CH3:38])=[CH:33][CH:32]=2)[C:15]2[N:19]([CH2:20][C:21]3[CH:26]=[CH:25][C:24]([O:27][CH3:28])=[CH:23][CH:22]=3)[N:18]=[C:17]([NH2:29])[N:16]=2)=[CH:11][CH:10]=1.Br[C:42]1[CH:47]=[CH:46][CH:45]=[C:44]([Cl:48])[C:43]=1[Cl:49]. (4) Given the product [CH2:1]([C:5]([Br:19])([CH2:13][CH2:14][CH2:15][CH3:16])[C:6]1[CH:11]=[CH:10][C:9]([F:12])=[CH:8][CH:7]=1)[CH2:2][CH2:3][CH3:4], predict the reactants needed to synthesize it. The reactants are: [CH2:1]([C:5](O)([CH2:13][CH2:14][CH2:15][CH3:16])[C:6]1[CH:11]=[CH:10][C:9]([F:12])=[CH:8][CH:7]=1)[CH2:2][CH2:3][CH3:4].[Br-].[Br:19][P+](C1C=CC=CC=1)(C1C=CC=CC=1)C1C=CC=CC=1.S([O-])([O-])=O.[Na+].[Na+].C(OCC)(=O)C. (5) Given the product [F:16][C:15]([F:18])([F:17])[C:13]([OH:19])=[O:14].[NH:4]1[CH2:5][CH:2]([OH:1])[CH2:3]1, predict the reactants needed to synthesize it. The reactants are: [OH:1][CH:2]1[CH2:5][N:4](C(OC(C)(C)C)=O)[CH2:3]1.[C:13]([OH:19])([C:15]([F:18])([F:17])[F:16])=[O:14]. (6) Given the product [OH:1][C:2]1[CH:3]=[C:4]([CH:5]=[CH:6][C:7]=1[OH:8])/[CH:9]=[CH:10]\[CH:14]([S:15][CH:14](/[CH:10]=[CH:9]\[C:4]1[CH:5]=[CH:6][C:7]([OH:8])=[C:2]([OH:1])[CH:3]=1)[C:13]1[CH:16]=[CH:17][C:18]([O:20][CH3:21])=[CH:19][C:12]=1[Cl:11])[C:13]1[CH:16]=[CH:17][C:18]([O:20][CH3:21])=[CH:19][C:12]=1[Cl:11], predict the reactants needed to synthesize it. The reactants are: [OH:1][C:2]1[CH:3]=[C:4]([C:9]#[CH:10])[CH:5]=[CH:6][C:7]=1[OH:8].[Cl:11][C:12]1[CH:19]=[C:18]([O:20][CH3:21])[CH:17]=[CH:16][C:13]=1[CH2:14][SH:15].[Na]. (7) The reactants are: [Cl:1][C:2]1[CH:3]=[CH:4][CH:5]=[C:6]2[C:10]=1[NH:9][C:8](=[O:11])[CH2:7]2.Cl[C:13]1[N:18]=[C:17]([O:19][CH3:20])[N:16]=[C:15]([O:21][CH3:22])[N:14]=1. Given the product [CH3:22][O:21][C:15]1[N:16]=[C:17]([O:19][CH3:20])[N:18]=[C:13]([CH:7]2[C:6]3[C:10](=[C:2]([Cl:1])[CH:3]=[CH:4][CH:5]=3)[NH:9][C:8]2=[O:11])[N:14]=1, predict the reactants needed to synthesize it. (8) Given the product [C:24]([O:23][C:21](=[O:22])[NH:28][CH2:29][CH2:30][CH2:31][O:18][C:4]1[CH:5]=[CH:6][C:7]([B:9]2[O:10][C:11]([CH3:17])([CH3:16])[C:12]([CH3:14])([CH3:15])[O:13]2)=[CH:8][C:3]=1[O:2][CH3:1])([CH3:27])([CH3:26])[CH3:25], predict the reactants needed to synthesize it. The reactants are: [CH3:1][O:2][C:3]1[CH:8]=[C:7]([B:9]2[O:13][C:12]([CH3:15])([CH3:14])[C:11]([CH3:17])([CH3:16])[O:10]2)[CH:6]=[CH:5][C:4]=1[OH:18].[H-].[Na+].[C:21]([NH:28][CH2:29][CH2:30][CH2:31]Br)([O:23][C:24]([CH3:27])([CH3:26])[CH3:25])=[O:22]. (9) The reactants are: F[C:2]1[CH:9]=[C:8]([N+:10]([O-:12])=[O:11])[CH:7]=[CH:6][C:3]=1[CH:4]=O.Cl.[C:14]([NH2:17])(=[NH:16])[CH3:15].C([O-])([O-])=O.[K+].[K+]. Given the product [CH3:15][C:14]1[N:17]=[CH:4][C:3]2[C:2](=[CH:9][C:8]([N+:10]([O-:12])=[O:11])=[CH:7][CH:6]=2)[N:16]=1, predict the reactants needed to synthesize it. (10) Given the product [OH:7][CH:6]([CH2:5][OH:4])[CH2:8][O:9][C:10]1[CH:11]=[C:12]([C:16]2[C:24]3[C:19](=[N:20][CH:21]=[C:22]([NH:25][C:26](=[O:42])[C:27]4[C:32]([F:33])=[CH:31][CH:30]=[C:29]([NH:34][S:35]([CH2:38][CH2:39][CH3:40])(=[O:37])=[O:36])[C:28]=4[F:41])[CH:23]=3)[NH:18][N:17]=2)[CH:13]=[CH:14][CH:15]=1, predict the reactants needed to synthesize it. The reactants are: Cl.CC1(C)[O:7][CH:6]([CH2:8][O:9][C:10]2[CH:11]=[C:12]([C:16]3[C:24]4[C:19](=[N:20][CH:21]=[C:22]([NH:25][C:26](=[O:42])[C:27]5[C:32]([F:33])=[CH:31][CH:30]=[C:29]([NH:34][S:35]([CH2:38][CH2:39][CH3:40])(=[O:37])=[O:36])[C:28]=5[F:41])[CH:23]=4)[NH:18][N:17]=3)[CH:13]=[CH:14][CH:15]=2)[CH2:5][O:4]1.